This data is from Reaction yield outcomes from USPTO patents with 853,638 reactions. The task is: Predict the reaction yield, written as a fraction of the theoretical maximum amount of product (1.0 means a 100% yield; for example, 0.34 means a 34% yield). (1) The reactants are [NH2:1][C:2]1[N:7]=[C:6]([C:8]2[NH:12][C:11]([CH3:13])=[N:10][C:9]=2[CH:14]([CH3:18])[CH2:15][O:16][CH3:17])[CH:5]=[CH:4][N:3]=1.[O:19]1[CH2:23][CH2:22][CH2:21][CH:20]1[CH2:24][NH:25][S:26]([C:29]1[CH:34]=[CH:33][C:32](I)=[CH:31][CH:30]=1)(=[O:28])=[O:27].C1(P(C2C=CC=CC=2)C2C=CC3C(=CC=CC=3)C=2C2C3C(=CC=CC=3)C=CC=2P(C2C=CC=CC=2)C2C=CC=CC=2)C=CC=CC=1.CC(C)([O-])C.[Na+].Cl.CCOCC. The catalyst is O1CCOCC1.CO.[Pd].[Pd].C(=CC(C=CC1C=CC=CC=1)=O)C1C=CC=CC=1.C(=CC(C=CC1C=CC=CC=1)=O)C1C=CC=CC=1.C(=CC(C=CC1C=CC=CC=1)=O)C1C=CC=CC=1. The product is [CH3:17][O:16][CH2:15][CH:14]([C:9]1[N:10]=[C:11]([CH3:13])[NH:12][C:8]=1[C:6]1[CH:5]=[CH:4][N:3]=[C:2]([NH:1][C:32]2[CH:33]=[CH:34][C:29]([S:26](=[O:27])(=[O:28])[NH:25][CH2:24][CH:20]3[CH2:21][CH2:22][CH2:23][O:19]3)=[CH:30][CH:31]=2)[N:7]=1)[CH3:18]. The yield is 0.300. (2) The reactants are C[O:2][C:3]1[CH:4]=[C:5]2[C:10](=[CH:11][CH:12]=1)[CH:9]=[C:8]([C@H:13]([CH3:17])[C:14]([OH:16])=[O:15])[CH:7]=[CH:6]2.Br.O. The catalyst is C(OCC)(=O)C. The product is [OH:2][C:3]1[CH:4]=[C:5]2[C:10](=[CH:11][CH:12]=1)[CH:9]=[C:8]([C@H:13]([CH3:17])[C:14]([OH:16])=[O:15])[CH:7]=[CH:6]2. The yield is 0.890. (3) The reactants are C[O:2][C:3](=O)[CH2:4][C:5]([NH:28][S@@:29]([C:31]([CH3:34])([CH3:33])[CH3:32])=[O:30])([C:17]1[CH:22]=[CH:21][CH:20]=[C:19]([O:23][C:24]([F:27])([F:26])[F:25])[CH:18]=1)[C:6]1[CH:11]=[CH:10][CH:9]=[C:8]([O:12][C:13]([F:16])([F:15])[F:14])[CH:7]=1.CO.[NH3:38]. The catalyst is C(O)CO.CCOC(C)=O. The product is [CH3:32][C:31]([S:29]([NH:28][C:5]([C:17]1[CH:22]=[CH:21][CH:20]=[C:19]([O:23][C:24]([F:27])([F:26])[F:25])[CH:18]=1)([C:6]1[CH:11]=[CH:10][CH:9]=[C:8]([O:12][C:13]([F:16])([F:15])[F:14])[CH:7]=1)[CH2:4][C:3]([NH2:38])=[O:2])=[O:30])([CH3:34])[CH3:33]. The yield is 0.760. (4) The reactants are [OH:1][CH:2]1[CH2:6][CH2:5][N:4]([C:7]([C:9]2[CH:14]=[C:13]([S:15]([CH3:18])(=[O:17])=[O:16])[CH:12]=[CH:11][C:10]=2[O:19][CH:20]([CH3:22])[CH3:21])=[O:8])[CH2:3]1.[F:23][C:24]1[CH:25]=[C:26](O)[CH:27]=[C:28]([C:30]([F:33])([F:32])[F:31])[CH:29]=1. No catalyst specified. The product is [F:23][C:24]1[CH:25]=[C:26]([CH:27]=[C:28]([C:30]([F:31])([F:32])[F:33])[CH:29]=1)[O:1][CH:2]1[CH2:6][CH2:5][N:4]([C:7]([C:9]2[CH:14]=[C:13]([S:15]([CH3:18])(=[O:17])=[O:16])[CH:12]=[CH:11][C:10]=2[O:19][CH:20]([CH3:22])[CH3:21])=[O:8])[CH2:3]1. The yield is 0.450.